From a dataset of In vitro SARS-CoV-2 activity screen of 1,480 approved drugs from Prestwick library. Binary Classification. Given a drug SMILES string, predict its activity (active/inactive) in a high-throughput screening assay against a specified biological target. (1) The compound is C[C@H](CCC(=O)O)[C@H]1CC[C@H]2[C@@H]3[C@@H](O)C[C@@H]4C[C@H](O)CC[C@]4(C)[C@H]3CC[C@@]21C. The result is 0 (inactive). (2) The drug is CCc1oc2ccccc2c1C(=O)c1ccc(O)cc1. The result is 0 (inactive). (3) The compound is C[C@H]1C[C@H]2[C@@H]3CCC4=CC(=O)C=C[C@]4(C)[C@@]3(F)[C@@H](O)C[C@]2(C)[C@@]1(O)C(=O)CO. The result is 0 (inactive). (4) The drug is CN(C)[C@@H]1C(=O)C(C(N)=O)=C(O)[C@@]2(O)C(=O)C3=C(O)c4c(O)ccc(Cl)c4[C@@](C)(O)[C@H]3C[C@@H]12.Cl. The result is 0 (inactive). (5) The drug is CN1CC(O)c2cc(N=NC(N)=O)c(O)cc21. The result is 0 (inactive). (6) The molecule is COc1ccc2c(c1)N(C[C@H](C)CN(C)C)c1ccccc1S2.O=C([O-])/C=C\C(=O)[O-]. The result is 0 (inactive). (7) The molecule is C=C1C[C@@H]2[C@H](CC[C@]3(C)C(=O)CC[C@@H]23)[C@@]2(C)C=CC(=O)C=C12. The result is 1 (active). (8) The molecule is C[N+](C)(CCOc1ccccc1)Cc1ccccc1.O=C(O)c1cc2ccccc2cc1[O-]. The result is 0 (inactive).